From a dataset of NCI-60 drug combinations with 297,098 pairs across 59 cell lines. Regression. Given two drug SMILES strings and cell line genomic features, predict the synergy score measuring deviation from expected non-interaction effect. (1) Drug 1: CC1=C2C(C(=O)C3(C(CC4C(C3C(C(C2(C)C)(CC1OC(=O)C(C(C5=CC=CC=C5)NC(=O)OC(C)(C)C)O)O)OC(=O)C6=CC=CC=C6)(CO4)OC(=O)C)OC)C)OC. Drug 2: C1CC(=O)NC(=O)C1N2C(=O)C3=CC=CC=C3C2=O. Cell line: TK-10. Synergy scores: CSS=61.2, Synergy_ZIP=12.0, Synergy_Bliss=12.1, Synergy_Loewe=-5.49, Synergy_HSA=12.8. (2) Drug 1: CN(C)C1=NC(=NC(=N1)N(C)C)N(C)C. Drug 2: C1C(C(OC1N2C=NC3=C(N=C(N=C32)Cl)N)CO)O. Cell line: SF-539. Synergy scores: CSS=-2.31, Synergy_ZIP=0.783, Synergy_Bliss=1.03, Synergy_Loewe=-2.49, Synergy_HSA=-1.55. (3) Drug 1: CC1CCC2CC(C(=CC=CC=CC(CC(C(=O)C(C(C(=CC(C(=O)CC(OC(=O)C3CCCCN3C(=O)C(=O)C1(O2)O)C(C)CC4CCC(C(C4)OC)OCCO)C)C)O)OC)C)C)C)OC. Drug 2: CC1=C(C(=O)C2=C(C1=O)N3CC4C(C3(C2COC(=O)N)OC)N4)N. Cell line: HS 578T. Synergy scores: CSS=9.81, Synergy_ZIP=-6.65, Synergy_Bliss=-2.82, Synergy_Loewe=-1.29, Synergy_HSA=-0.300. (4) Drug 1: CNC(=O)C1=CC=CC=C1SC2=CC3=C(C=C2)C(=NN3)C=CC4=CC=CC=N4. Drug 2: CN1CCC(CC1)COC2=C(C=C3C(=C2)N=CN=C3NC4=C(C=C(C=C4)Br)F)OC. Cell line: SNB-75. Synergy scores: CSS=5.03, Synergy_ZIP=-2.51, Synergy_Bliss=-0.0864, Synergy_Loewe=-0.0462, Synergy_HSA=0.160. (5) Synergy scores: CSS=32.9, Synergy_ZIP=-2.27, Synergy_Bliss=2.92, Synergy_Loewe=2.78, Synergy_HSA=3.45. Drug 2: C1CN1C2=NC(=NC(=N2)N3CC3)N4CC4. Drug 1: CCC1(CC2CC(C3=C(CCN(C2)C1)C4=CC=CC=C4N3)(C5=C(C=C6C(=C5)C78CCN9C7C(C=CC9)(C(C(C8N6C=O)(C(=O)OC)O)OC(=O)C)CC)OC)C(=O)OC)O.OS(=O)(=O)O. Cell line: OVCAR3. (6) Drug 1: CC1CCC2CC(C(=CC=CC=CC(CC(C(=O)C(C(C(=CC(C(=O)CC(OC(=O)C3CCCCN3C(=O)C(=O)C1(O2)O)C(C)CC4CCC(C(C4)OC)O)C)C)O)OC)C)C)C)OC. Drug 2: CC1=C2C(C(=O)C3(C(CC4C(C3C(C(C2(C)C)(CC1OC(=O)C(C(C5=CC=CC=C5)NC(=O)C6=CC=CC=C6)O)O)OC(=O)C7=CC=CC=C7)(CO4)OC(=O)C)O)C)OC(=O)C. Cell line: MCF7. Synergy scores: CSS=32.4, Synergy_ZIP=-6.04, Synergy_Bliss=-0.570, Synergy_Loewe=0.0624, Synergy_HSA=1.13. (7) Drug 1: C1C(C(OC1N2C=NC3=C(N=C(N=C32)Cl)N)CO)O. Drug 2: CC1=C(C(CCC1)(C)C)C=CC(=CC=CC(=CC(=O)O)C)C. Cell line: RPMI-8226. Synergy scores: CSS=52.4, Synergy_ZIP=-1.41, Synergy_Bliss=-2.14, Synergy_Loewe=0.681, Synergy_HSA=1.76.